Dataset: Reaction yield outcomes from USPTO patents with 853,638 reactions. Task: Predict the reaction yield, written as a fraction of the theoretical maximum amount of product (1.0 means a 100% yield; for example, 0.34 means a 34% yield). The reactants are C([O-])([O-])=O.[Cs+].[Cs+].Br[C:8]1[CH:9]=[C:10]([C:15]2[N:16]=[N:17][N:18]([CH:20]([CH3:22])[CH3:21])[CH:19]=2)[C:11]([NH2:14])=[N:12][CH:13]=1.[N:23]1([C:29]([C:31]2[CH:32]=[C:33](B(O)O)[CH:34]=[CH:35][CH:36]=2)=[O:30])[CH2:28][CH2:27][O:26][CH2:25][CH2:24]1. The catalyst is O1CCOCC1.O.C1C=CC([P]([Pd]([P](C2C=CC=CC=2)(C2C=CC=CC=2)C2C=CC=CC=2)([P](C2C=CC=CC=2)(C2C=CC=CC=2)C2C=CC=CC=2)[P](C2C=CC=CC=2)(C2C=CC=CC=2)C2C=CC=CC=2)(C2C=CC=CC=2)C2C=CC=CC=2)=CC=1. The product is [NH2:14][C:11]1[N:12]=[CH:13][C:8]([C:35]2[CH:36]=[C:31]([C:29]([N:23]3[CH2:28][CH2:27][O:26][CH2:25][CH2:24]3)=[O:30])[CH:32]=[CH:33][CH:34]=2)=[CH:9][C:10]=1[C:15]1[N:16]=[N:17][N:18]([CH:20]([CH3:22])[CH3:21])[CH:19]=1. The yield is 0.603.